This data is from Full USPTO retrosynthesis dataset with 1.9M reactions from patents (1976-2016). The task is: Predict the reactants needed to synthesize the given product. (1) Given the product [O:16]=[S:6]1(=[O:15])[C:7]2[CH:13]=[C:12]([O:14][C:23]3[CH:24]=[CH:25][C:20]([C:17](=[O:19])[CH3:18])=[CH:21][CH:22]=3)[CH:11]=[CH:10][C:8]=2[N:9]2[CH2:1][CH2:2][CH2:3][CH:4]2[NH:5]1, predict the reactants needed to synthesize it. The reactants are: [CH2:1]1[N:9]2[CH:4]([NH:5][S:6](=[O:16])(=[O:15])[C:7]3[CH:13]=[C:12]([OH:14])[CH:11]=[CH:10][C:8]=32)[CH2:3][CH2:2]1.[C:17]([C:20]1[CH:25]=[CH:24][C:23](B(O)O)=[CH:22][CH:21]=1)(=[O:19])[CH3:18].N1C=CC=CC=1. (2) Given the product [NH2:1][C:4]1[C:5]([CH:14]([C:16]2[CH:17]=[CH:18][CH:19]=[CH:20][CH:21]=2)[OH:15])=[CH:6][CH:7]=[C:8]2[C:13]=1[N:12]=[CH:11][CH:10]=[CH:9]2, predict the reactants needed to synthesize it. The reactants are: [N+:1]([C:4]1[C:5]([CH:14]([C:16]2[CH:21]=[CH:20][CH:19]=[CH:18][CH:17]=2)[OH:15])=[CH:6][CH:7]=[C:8]2[C:13]=1[N:12]=[CH:11][CH:10]=[CH:9]2)([O-])=O. (3) Given the product [N:1]1[S:5][N:4]=[C:3]2[CH:6]=[C:7]([CH2:10][NH:12][CH:13]3[CH2:18][CH2:17][C:16]([CH2:20][CH2:21][C:22]4[C:31]5[C:26](=[CH:27][CH:28]=[C:29]([O:32][CH3:33])[CH:30]=5)[N:25]=[CH:24][N:23]=4)([OH:19])[CH2:15][CH2:14]3)[CH:8]=[CH:9][C:2]=12, predict the reactants needed to synthesize it. The reactants are: [N:1]1[S:5][N:4]=[C:3]2[CH:6]=[C:7]([CH:10]=O)[CH:8]=[CH:9][C:2]=12.[NH2:12][CH:13]1[CH2:18][CH2:17][C:16]([CH2:20][CH2:21][C:22]2[C:31]3[C:26](=[CH:27][CH:28]=[C:29]([O:32][CH3:33])[CH:30]=3)[N:25]=[CH:24][N:23]=2)([OH:19])[CH2:15][CH2:14]1.C(O[BH-](OC(=O)C)OC(=O)C)(=O)C.[Na+]. (4) The reactants are: [H-].[Na+].Cl.[O:4]=[C:5]1[C:10]([C:11]([O:13][CH3:14])=[O:12])=[CH:9][CH:8]=[CH:7][NH:6]1.[CH:15](Br)([C:22]1[CH:27]=[CH:26][CH:25]=[CH:24][CH:23]=1)[C:16]1[CH:21]=[CH:20][CH:19]=[CH:18][CH:17]=1. Given the product [C:16]1([CH:15]([C:22]2[CH:23]=[CH:24][CH:25]=[CH:26][CH:27]=2)[N:6]2[CH:7]=[CH:8][CH:9]=[C:10]([C:11]([O:13][CH3:14])=[O:12])[C:5]2=[O:4])[CH:21]=[CH:20][CH:19]=[CH:18][CH:17]=1, predict the reactants needed to synthesize it. (5) Given the product [NH:1]1[C:13](=[O:14])[C:12]2[NH:10][CH:9]=[N:8][C:7]=2[NH:5][C:3]1=[O:4], predict the reactants needed to synthesize it. The reactants are: [N:1]1([C:13](=[O:14])[C:12]2[N:10](C)[CH:9]=[N:8][C:7]=2[N:5](C)[C:3]1=[O:4])C.N1C(=O)C2N(C)C=NC=2N(C)C1=O.N1(C(=O)C2NC=NC=2N(C)C1=O)C. (6) Given the product [Cl:1][C:2]1[C:3]([O:12][CH2:13][CH2:14][O:15][CH3:16])=[CH:4][C:5]([CH:11]=[O:21])=[C:6]([N+:8]([O-:10])=[O:9])[CH:7]=1, predict the reactants needed to synthesize it. The reactants are: [Cl:1][C:2]1[CH:7]=[C:6]([N+:8]([O-:10])=[O:9])[C:5]([CH3:11])=[CH:4][C:3]=1[O:12][CH2:13][CH2:14][O:15][CH3:16].C([O:21]C(N(C)C)N(C)C)(C)(C)C. (7) Given the product [F:1][C:2]1[CH:3]=[CH:4][C:5]([CH:8]([OH:12])[CH2:9][N:10]([CH3:11])[S:23]([C:22]2[C:18]3[CH2:17][CH2:16][CH2:15][C:14](=[O:13])[C:19]=3[S:20][CH:21]=2)(=[O:24])=[O:25])=[CH:6][CH:7]=1, predict the reactants needed to synthesize it. The reactants are: [F:1][C:2]1[CH:7]=[CH:6][C:5]([CH:8]([OH:12])[CH2:9][NH:10][CH3:11])=[CH:4][CH:3]=1.[O:13]=[C:14]1[C:19]2[S:20][CH:21]=[C:22]([S:23](Cl)(=[O:25])=[O:24])[C:18]=2[CH2:17][CH2:16][CH2:15]1.